From a dataset of Experimentally validated miRNA-target interactions with 360,000+ pairs, plus equal number of negative samples. Binary Classification. Given a miRNA mature sequence and a target amino acid sequence, predict their likelihood of interaction. The miRNA is hsa-miR-6856-5p with sequence AAGAGAGGAGCAGUGGUGCUGUGG. The protein sequence of the target gene is MAELKVEAPASVDWQKRCLTLETQLFRFRLQASKIRELLADKMQELEQRLLEAEQRAENAETQVGVMEEKVKLSNLKNVDSEGSLHRKYQELLKAIKGKDELISQLEAQLEKQKQMRAEEAKTVQEKAAKIKEWVTLKLAKLEMENQHLKSHNQRLVEQVGSLQDALEAIQIAPSRKLLVPPYGAAEQDSVPSEPGIQPMGQDSGSQAQGLKAAVLAPSPGALQSKDSVSEAASPLEDSSSSTVHSGETVEAKPLQPHLGRESPPHQPCMKLLTFRCSSASWGEGLVTAQRGMLPGTKTS.... Result: 0 (no interaction).